This data is from Reaction yield outcomes from USPTO patents with 853,638 reactions. The task is: Predict the reaction yield, written as a fraction of the theoretical maximum amount of product (1.0 means a 100% yield; for example, 0.34 means a 34% yield). (1) The yield is 0.920. The catalyst is ClCCl. The reactants are [Br:1]N1C(=O)CCC1=O.[C:9]([O:13][C:14](=[O:27])[N:15]([C:17]1[CH:22]=[C:21]([CH3:23])[CH:20]=[C:19]([CH3:24])[C:18]=1[O:25][CH3:26])[CH3:16])([CH3:12])([CH3:11])[CH3:10]. The product is [C:9]([O:13][C:14](=[O:27])[N:15]([C:17]1[CH:22]=[C:21]([CH3:23])[C:20]([Br:1])=[C:19]([CH3:24])[C:18]=1[O:25][CH3:26])[CH3:16])([CH3:12])([CH3:11])[CH3:10]. (2) The reactants are [Cl:1][C:2]1[CH:3]=[CH:4][C:5]([F:11])=[C:6]([C:8](=O)[CH3:9])[CH:7]=1.[O:12]1[CH2:17][CH2:16][N:15]([S:18]([C:21]2[CH:22]=[C:23]([CH:28]=[CH:29][CH:30]=2)[C:24]([NH:26][NH2:27])=[O:25])(=[O:20])=[O:19])[CH2:14][CH2:13]1. The catalyst is CO.C(O)(=O)C. The product is [Cl:1][C:2]1[CH:3]=[CH:4][C:5]([F:11])=[C:6](/[C:8](=[N:27]/[NH:26][C:24](=[O:25])[C:23]2[CH:28]=[CH:29][CH:30]=[C:21]([S:18]([N:15]3[CH2:16][CH2:17][O:12][CH2:13][CH2:14]3)(=[O:19])=[O:20])[CH:22]=2)/[CH3:9])[CH:7]=1. The yield is 0.192. (3) The reactants are [CH3:1][N:2]([S:15]([C:18]1[CH:23]=[CH:22][C:21]([C:24]([F:27])([F:26])[F:25])=[CH:20][CH:19]=1)(=[O:17])=[O:16])[C@H:3]1[CH2:8][CH2:7][C@H:6]([O:9][CH2:10][CH2:11][C:12]([OH:14])=O)[CH2:5][CH2:4]1.[OH:28][CH:29]1[CH2:34][CH2:33][NH:32][CH2:31][CH2:30]1.CN1CCOCC1.CCN=C=NCCCN(C)C.C1C=CC2N(O)N=NC=2C=1. The catalyst is C(Cl)Cl. The product is [OH:28][CH:29]1[CH2:34][CH2:33][N:32]([C:12](=[O:14])[CH2:11][CH2:10][O:9][C@H:6]2[CH2:7][CH2:8][C@H:3]([N:2]([CH3:1])[S:15]([C:18]3[CH:19]=[CH:20][C:21]([C:24]([F:26])([F:25])[F:27])=[CH:22][CH:23]=3)(=[O:16])=[O:17])[CH2:4][CH2:5]2)[CH2:31][CH2:30]1. The yield is 0.810. (4) The reactants are Br[C:2]1[CH:10]=[C:9]2[C:5]([CH2:6][N:7]([C:12]3[CH:20]=[C:19]4[C:15]([CH:16]=[CH:17][N:18]4[CH3:21])=[CH:14][CH:13]=3)[C:8]2=[O:11])=[CH:4][CH:3]=1.[N:22]1[CH:27]=[CH:26][CH:25]=[C:24](B(O)O)[CH:23]=1.C(=O)([O-])[O-].[Cs+].[Cs+].COCCOC.O. The catalyst is C(Cl)Cl.CO.C1C=CC([P]([Pd]([P](C2C=CC=CC=2)(C2C=CC=CC=2)C2C=CC=CC=2)([P](C2C=CC=CC=2)(C2C=CC=CC=2)C2C=CC=CC=2)[P](C2C=CC=CC=2)(C2C=CC=CC=2)C2C=CC=CC=2)(C2C=CC=CC=2)C2C=CC=CC=2)=CC=1. The yield is 0.820. The product is [CH3:21][N:18]1[C:19]2[C:15](=[CH:14][CH:13]=[C:12]([N:7]3[CH2:6][C:5]4[C:9](=[CH:10][C:2]([C:24]5[CH:23]=[N:22][CH:27]=[CH:26][CH:25]=5)=[CH:3][CH:4]=4)[C:8]3=[O:11])[CH:20]=2)[CH:16]=[CH:17]1. (5) The reactants are [Br:1][C:2]1[CH:7]=[CH:6][C:5]([C:8]2[N:9]=[C:10]([NH:13][CH:14]([C:17]([F:20])([F:19])[F:18])[CH2:15][OH:16])[S:11][CH:12]=2)=[CH:4][CH:3]=1.C(N(CC)CC)C.Cl[C:29](Cl)([O:31]C(=O)OC(Cl)(Cl)Cl)Cl.C(=O)(O)[O-].[Na+]. The catalyst is C(Cl)Cl. The product is [Br:1][C:2]1[CH:7]=[CH:6][C:5]([C:8]2[N:9]=[C:10]([N:13]3[CH:14]([C:17]([F:18])([F:20])[F:19])[CH2:15][O:16][C:29]3=[O:31])[S:11][CH:12]=2)=[CH:4][CH:3]=1. The yield is 0.750. (6) The reactants are [F:1][C:2]1[C:3]([C:22]2[N:26]([CH:27]3[CH2:32][CH2:31][O:30][CH2:29][CH2:28]3)[C:25]([CH3:33])=[N:24][CH:23]=2)=[N:4][C:5]([NH:8][CH:9]2[CH2:14][CH2:13][N:12]([C:15]([O:17]C(C)(C)C)=[O:16])[CH2:11][CH2:10]2)=[N:6][CH:7]=1.ClC(O[CH2:38][C:39]1[CH:44]=[CH:43][CH:42]=[CH:41][CH:40]=1)=O. No catalyst specified. The product is [F:1][C:2]1[C:3]([C:22]2[N:26]([CH:27]3[CH2:32][CH2:31][O:30][CH2:29][CH2:28]3)[C:25]([CH3:33])=[N:24][CH:23]=2)=[N:4][C:5]([NH:8][CH:9]2[CH2:14][CH2:13][N:12]([C:15]([O:17][CH2:38][C:39]3[CH:44]=[CH:43][CH:42]=[CH:41][CH:40]=3)=[O:16])[CH2:11][CH2:10]2)=[N:6][CH:7]=1. The yield is 0.430.